This data is from Full USPTO retrosynthesis dataset with 1.9M reactions from patents (1976-2016). The task is: Predict the reactants needed to synthesize the given product. (1) Given the product [CH2:7]([S:6][CH2:5][C@H:4]([NH:14][C:15]([C:17]1[N:18]=[C:19]([C:32]2[CH:37]=[CH:36][C:35]([C:38]([F:39])([F:40])[F:41])=[CH:34][CH:33]=2)[O:20][C:21]=1[C:22]1[CH:27]=[CH:26][C:25]([C:28](=[NH:31])[NH:29][OH:30])=[CH:24][CH:23]=1)=[O:16])[C:3]([OH:42])=[O:2])[C:8]1[CH:13]=[CH:12][CH:11]=[CH:10][CH:9]=1, predict the reactants needed to synthesize it. The reactants are: C[O:2][C:3](=[O:42])[C@@H:4]([NH:14][C:15]([C:17]1[N:18]=[C:19]([C:32]2[CH:37]=[CH:36][C:35]([C:38]([F:41])([F:40])[F:39])=[CH:34][CH:33]=2)[O:20][C:21]=1[C:22]1[CH:27]=[CH:26][C:25]([C:28](=[NH:31])[NH:29][OH:30])=[CH:24][CH:23]=1)=[O:16])[CH2:5][S:6][CH2:7][C:8]1[CH:13]=[CH:12][CH:11]=[CH:10][CH:9]=1.[OH-].[Li+]. (2) Given the product [CH3:11][O:9][C:8](=[O:10])[CH2:7][C:5]1[O:4][N:3]=[C:2]([CH3:1])[CH:6]=1, predict the reactants needed to synthesize it. The reactants are: [CH3:1][C:2]1[CH:6]=[C:5]([CH2:7][C:8]([OH:10])=[O:9])[O:4][N:3]=1.[CH3:11]O. (3) Given the product [CH2:1]([O:8][C:9]1[C:10]([O:20][CH3:21])=[CH:11][C:12]([C:13]([N:26]2[CH2:27][C:23]([F:31])([F:22])[CH2:24][C@H:25]2[C:28]([OH:30])=[O:29])=[O:15])=[CH:16][C:17]=1[O:18][CH3:19])[C:2]1[CH:3]=[CH:4][CH:5]=[CH:6][CH:7]=1, predict the reactants needed to synthesize it. The reactants are: [CH2:1]([O:8][C:9]1[C:17]([O:18][CH3:19])=[CH:16][C:12]([C:13]([OH:15])=O)=[CH:11][C:10]=1[O:20][CH3:21])[C:2]1[CH:7]=[CH:6][CH:5]=[CH:4][CH:3]=1.[F:22][C:23]1([F:31])[CH2:27][NH:26][C@H:25]([C:28]([OH:30])=[O:29])[CH2:24]1.